This data is from Peptide-MHC class I binding affinity with 185,985 pairs from IEDB/IMGT. The task is: Regression. Given a peptide amino acid sequence and an MHC pseudo amino acid sequence, predict their binding affinity value. This is MHC class I binding data. (1) The peptide sequence is YMYRVWSPL. The MHC is HLA-B27:20 with pseudo-sequence HLA-B27:20. The binding affinity (normalized) is 1.00. (2) The peptide sequence is PAASAIFDV. The MHC is HLA-B39:01 with pseudo-sequence HLA-B39:01. The binding affinity (normalized) is 0.0847. (3) The MHC is HLA-B08:01 with pseudo-sequence HLA-B08:01. The peptide sequence is KRWIILGLNK. The binding affinity (normalized) is 0. (4) The peptide sequence is FANNGFTLV. The MHC is HLA-A02:01 with pseudo-sequence HLA-A02:01. The binding affinity (normalized) is 0.668.